From a dataset of Forward reaction prediction with 1.9M reactions from USPTO patents (1976-2016). Predict the product of the given reaction. (1) Given the reactants [CH3:1][O:2][C:3]1[CH:4]=[C:5]([OH:9])[CH:6]=[CH:7][CH:8]=1.Br[CH2:11][C:12]1[C:21]([F:22])=[CH:20][C:15]([C:16]([O:18][CH3:19])=[O:17])=[C:14]([F:23])[CH:13]=1.C(=O)([O-])[O-].[K+].[K+].O, predict the reaction product. The product is: [F:23][C:14]1[CH:13]=[C:12]([CH2:11][O:9][C:5]2[CH:6]=[CH:7][CH:8]=[C:3]([O:2][CH3:1])[CH:4]=2)[C:21]([F:22])=[CH:20][C:15]=1[C:16]([O:18][CH3:19])=[O:17]. (2) Given the reactants [CH3:1][C:2]1[N:6]2[N:7]=[C:8]([NH:11][CH:12]([C:14]3[CH:19]=[CH:18][CH:17]=[CH:16][CH:15]=3)[CH3:13])[CH:9]=[CH:10][C:5]2=[N:4][N:3]=1.C=O.[BH4-].[Na+].[C:24](O)(C(F)(F)F)=O.[OH-].[Na+], predict the reaction product. The product is: [CH3:24][N:11]([CH:12]([C:14]1[CH:19]=[CH:18][CH:17]=[CH:16][CH:15]=1)[CH3:13])[C:8]1[CH:9]=[CH:10][C:5]2[N:6]([C:2]([CH3:1])=[N:3][N:4]=2)[N:7]=1. (3) Given the reactants [Cl:1][C:2]1[CH:3]=[C:4]([C@@H:8]([OH:29])[CH2:9][N:10]([C@H:18]2[CH2:27][CH2:26][C:25]3[C:20](=[CH:21][C:22]([OH:28])=[CH:23][CH:24]=3)[CH2:19]2)[C:11](=[O:17])[O:12][C:13]([CH3:16])([CH3:15])[CH3:14])[CH:5]=[CH:6][CH:7]=1.[CH:30]([C:32]1[CH:33]=[C:34](B(O)O)[CH:35]=[CH:36][C:37]=1[O:38][CH3:39])=[O:31].N1C=CC=CC=1, predict the reaction product. The product is: [Cl:1][C:2]1[CH:3]=[C:4]([C@@H:8]([OH:29])[CH2:9][N:10]([C@H:18]2[CH2:27][CH2:26][C:25]3[C:20](=[CH:21][C:22]([O:28][C:34]4[CH:35]=[CH:36][C:37]([O:38][CH3:39])=[C:32]([CH:30]=[O:31])[CH:33]=4)=[CH:23][CH:24]=3)[CH2:19]2)[C:11](=[O:17])[O:12][C:13]([CH3:16])([CH3:14])[CH3:15])[CH:5]=[CH:6][CH:7]=1.